Dataset: Forward reaction prediction with 1.9M reactions from USPTO patents (1976-2016). Task: Predict the product of the given reaction. Given the reactants Cl[C:2]1[N:7]=[C:6]([NH2:8])[CH:5]=[CH:4][N:3]=1.O.Cl.[NH:11]1[CH2:16][CH2:15][C:14](=[O:17])[CH2:13][CH2:12]1.C(N(CC)C(C)C)(C)C, predict the reaction product. The product is: [NH2:8][C:6]1[CH:5]=[CH:4][N:3]=[C:2]([N:11]2[CH2:16][CH2:15][C:14](=[O:17])[CH2:13][CH2:12]2)[N:7]=1.